This data is from Full USPTO retrosynthesis dataset with 1.9M reactions from patents (1976-2016). The task is: Predict the reactants needed to synthesize the given product. The reactants are: Cl.Cl.[CH3:3][NH:4][C:5]1[CH:9]=[C:8]([C:10]2[CH:11]=[N:12][NH:13][CH:14]=2)[S:7][C:6]=1[C:15]([NH2:17])=[O:16].C([O-])(O)=O.[Na+].[C:23]1(=O)[CH2:27][CH2:26][CH2:25][CH2:24]1.CC1C=CC(S(O)(=O)=O)=CC=1.[O-]S([O-])(=O)=O.[Mg+2]. Given the product [CH3:3][N:4]1[C:5]2[CH:9]=[C:8]([C:10]3[CH:14]=[N:13][NH:12][CH:11]=3)[S:7][C:6]=2[C:15](=[O:16])[NH:17][C:23]21[CH2:27][CH2:26][CH2:25][CH2:24]2, predict the reactants needed to synthesize it.